From a dataset of Full USPTO retrosynthesis dataset with 1.9M reactions from patents (1976-2016). Predict the reactants needed to synthesize the given product. (1) Given the product [CH:1]([C:4]1[N:5]=[C:6]([C:9]2[CH:18]=[C:17]([Cl:25])[C:16]3[C:11](=[C:12]([CH3:22])[C:13]([O:20][CH3:21])=[CH:14][CH:15]=3)[N:10]=2)[S:7][CH:8]=1)([CH3:3])[CH3:2], predict the reactants needed to synthesize it. The reactants are: [CH:1]([C:4]1[N:5]=[C:6]([C:9]2[CH:18]=[C:17](O)[C:16]3[C:11](=[C:12]([CH3:22])[C:13]([O:20][CH3:21])=[CH:14][CH:15]=3)[N:10]=2)[S:7][CH:8]=1)([CH3:3])[CH3:2].P(Cl)(Cl)([Cl:25])=O.[OH-].[Na+]. (2) Given the product [CH3:6][C:5]([N:16]1[CH2:21][CH2:20][CH2:19][CH2:18][CH2:17]1)([CH3:7])[C:3]([C:8]1[CH:13]=[CH:12][C:11]([S:14][CH3:15])=[CH:10][CH:9]=1)=[O:4], predict the reactants needed to synthesize it. The reactants are: CO[C:3]1([C:8]2[CH:13]=[CH:12][C:11]([S:14][CH3:15])=[CH:10][CH:9]=2)[C:5]([CH3:7])([CH3:6])[O:4]1.[NH:16]1[CH2:21][CH2:20][CH2:19][CH2:18][CH2:17]1. (3) Given the product [N:16]1([CH2:14][C:11]2([CH2:9][OH:8])[CH2:13][CH2:12]2)[CH2:20][CH2:19][CH2:18][CH2:17]1, predict the reactants needed to synthesize it. The reactants are: [H-].[Al+3].[Li+].[H-].[H-].[H-].C[O:8][C:9]([C:11]1([C:14]([N:16]2[CH2:20][CH2:19][CH2:18][CH2:17]2)=O)[CH2:13][CH2:12]1)=O.O.O.O.O.O.O.O.O.O.O.S([O-])([O-])(=O)=O.[Na+].[Na+].C(OCC)C. (4) Given the product [NH2:1][C:2]1[C:3]2[N:4]([C:8]([C@@H:29]3[CH2:33][CH2:32][CH2:31][N:30]3[C:34](=[O:38])[C:35]#[C:36][CH3:37])=[N:9][C:10]=2[C:11]2[CH:28]=[CH:27][C:14]([C:15]([NH:17][C:18]3[S:19][C:20]4[CH2:26][CH2:25][CH2:24][CH2:23][C:21]=4[N:22]=3)=[O:16])=[CH:13][CH:12]=2)[CH:5]=[CH:6][N:7]=1, predict the reactants needed to synthesize it. The reactants are: [NH2:1][C:2]1[C:3]2[N:4]([C:8]([C@@H:29]3[CH2:33][CH2:32][CH2:31][NH:30]3)=[N:9][C:10]=2[C:11]2[CH:28]=[CH:27][C:14]([C:15]([NH:17][C:18]3[S:19][C:20]4[CH2:26][CH2:25][CH2:24][CH2:23][C:21]=4[N:22]=3)=[O:16])=[CH:13][CH:12]=2)[CH:5]=[CH:6][N:7]=1.[C:34](O)(=[O:38])[C:35]#[C:36][CH3:37]. (5) The reactants are: C(OC(=O)[N:7]([C:14]1[N:19]=[CH:18][C:17]([CH2:20][N:21]2[C:25]3=[N:26][C:27]([CH3:31])=[CH:28][C:29]([CH3:30])=[C:24]3[N:23]=[C:22]2[CH2:32][CH3:33])=[CH:16][N:15]=1)[C:8]1[CH:13]=[CH:12][CH:11]=[CH:10][CH:9]=1)(C)(C)C.O1CCOCC1.[ClH:41]. Given the product [ClH:41].[CH2:32]([C:22]1[N:21]([CH2:20][C:17]2[CH:18]=[N:19][C:14]([NH:7][C:8]3[CH:13]=[CH:12][CH:11]=[CH:10][CH:9]=3)=[N:15][CH:16]=2)[C:25]2=[N:26][C:27]([CH3:31])=[CH:28][C:29]([CH3:30])=[C:24]2[N:23]=1)[CH3:33], predict the reactants needed to synthesize it.